This data is from Catalyst prediction with 721,799 reactions and 888 catalyst types from USPTO. The task is: Predict which catalyst facilitates the given reaction. (1) Reactant: C([N:8]1[CH2:12][CH2:11][CH2:10][C@H:9]1[CH2:13][N:14]1[C:18]([S:19]([C:22]2[CH:27]=[CH:26][C:25](C)=[CH:24][CH:23]=2)(=O)=O)=[N:17][N:16]=[N:15]1)(OC(C)(C)C)=O.C1C=CC(S)=CC=1.C([O-])([O-])=O.[K+].[K+]. Product: [C:22]1([S:19][C:18]2[N:14]([CH2:13][C@@H:9]3[CH2:10][CH2:11][CH2:12][NH:8]3)[N:15]=[N:16][N:17]=2)[CH:23]=[CH:24][CH:25]=[CH:26][CH:27]=1. The catalyst class is: 23. (2) Reactant: [OH2:1].C(OC([N:9]1CC[CH:12]([CH2:15]CCOC2C=CC(C(O)=O)=C(C)C=2)[CH2:11][CH2:10]1)=O)(C)(C)C.CC[N:31]=C=NCCCN(C)C.[NH2:40][CH2:41][CH2:42]O. Product: [CH:15]1[CH:12]=[CH:11][C:10]2[N:9]([OH:1])[N:31]=[N:40][C:41]=2[CH:42]=1. The catalyst class is: 76. (3) Reactant: [CH3:1][C@@H:2]1[CH2:7][NH:6][CH2:5][C@H:4]([CH3:8])[NH:3]1.[Cl:9][C:10]1[C:17]([N+:18]([O-:20])=[O:19])=[CH:16][CH:15]=[CH:14][C:11]=1[CH:12]=O.C(O[BH-](OC(=O)C)OC(=O)C)(=O)C.[Na+]. Product: [Cl:9][C:10]1[C:17]([N+:18]([O-:20])=[O:19])=[CH:16][CH:15]=[CH:14][C:11]=1[CH2:12][N:6]1[CH2:5][C@H:4]([CH3:8])[NH:3][C@H:2]([CH3:1])[CH2:7]1. The catalyst class is: 2. (4) Reactant: Cl[C:2]1[N:12]=[CH:11][C:10]2[O:9][CH2:8][CH2:7][N:6]3[CH:13]=[C:14]([C:16]4[N:20]([CH:21]([CH3:23])[CH3:22])[N:19]=[CH:18][N:17]=4)[N:15]=[C:5]3[C:4]=2[CH:3]=1.C(#N)C.O.C([O-])(=O)C.[K+].FC1C=CC(B(O)O)=CN=1. Product: [CH:21]([N:20]1[C:16]([C:14]2[N:15]=[C:5]3[C:4]4[CH:3]=[CH:2][N:12]=[CH:11][C:10]=4[O:9][CH2:8][CH2:7][N:6]3[CH:13]=2)=[N:17][CH:18]=[N:19]1)([CH3:23])[CH3:22]. The catalyst class is: 73. (5) Reactant: [Cl:1][C:2]1[S:6][C:5]([C:7]([OH:9])=O)=[CH:4][CH:3]=1.CCN(CC)CC.ClC(OCC)=O.[N-:23]=[N+:24]=[N-:25].[Na+]. Product: [Cl:1][C:2]1[S:6][C:5]([C:7]([N:23]=[N+:24]=[N-:25])=[O:9])=[CH:4][CH:3]=1. The catalyst class is: 21. (6) Reactant: C(OC([NH:11][C@H:12]([C:19]([NH:21][C:22]1[CH:23]=[C:24]([CH2:29][C@H:30]([CH3:36])[C:31]([O:33][CH2:34][CH3:35])=[O:32])[CH:25]=[CH:26][C:27]=1[F:28])=[O:20])[CH:13]([C:15]([F:18])([F:17])[F:16])[CH3:14])=O)C1C=CC=CC=1. Product: [F:28][C:27]1[CH:26]=[CH:25][C:24]([CH2:29][C@H:30]([CH3:36])[C:31]([O:33][CH2:34][CH3:35])=[O:32])=[CH:23][C:22]=1[NH:21][C:19](=[O:20])[C@H:12]([CH:13]([C:15]([F:18])([F:17])[F:16])[CH3:14])[NH2:11]. The catalyst class is: 791.